Dataset: Forward reaction prediction with 1.9M reactions from USPTO patents (1976-2016). Task: Predict the product of the given reaction. Given the reactants [N:1]1[C:5]2[CH:6]=[CH:7][CH:8]=[CH:9][C:4]=2[NH:3][C:2]=1[CH2:10][C:11]#[N:12].[S:13]1[C:17]2[CH:18]=[CH:19][CH:20]=[CH:21][C:16]=2[C:15]([CH:22]([C:27]([CH3:29])=O)[C:23](OC)=[O:24])=[CH:14]1.C([O-])(=O)C.[NH4+], predict the reaction product. The product is: [S:13]1[C:17]2[CH:18]=[CH:19][CH:20]=[CH:21][C:16]=2[C:15]([C:22]2[C:23](=[O:24])[N:3]3[C:2]([NH:1][C:5]4[CH:6]=[CH:7][CH:8]=[CH:9][C:4]=43)=[C:10]([C:11]#[N:12])[C:27]=2[CH3:29])=[CH:14]1.